This data is from Reaction yield outcomes from USPTO patents with 853,638 reactions. The task is: Predict the reaction yield, written as a fraction of the theoretical maximum amount of product (1.0 means a 100% yield; for example, 0.34 means a 34% yield). (1) The reactants are Cl.[CH2:2]1[CH:6]2[CH2:7][NH:8][CH2:9][CH:5]2[CH2:4][N:3]1[C:10]([NH2:12])=[O:11].[CH2:13]1C2CNCC2CN1C(N)=O.C([O-])([O-])=O.[K+].[K+].CS([CH2:34][CH2:35][C:36]1[CH:52]=[CH:51][C:39]([O:40][C:41]2[S:42][C:43]3[CH:49]=[C:48](C)[CH:47]=[CH:46][C:44]=3[N:45]=2)=[CH:38][CH:37]=1)(=O)=O. The catalyst is C(Cl)Cl.CO.C(O)(CC)(C)C. The product is [CH3:13][C:46]1[C:44]2[N:45]=[C:41]([O:40][C:39]3[CH:38]=[CH:37][C:36]([CH2:35][CH2:34][N:8]4[CH2:7][CH:6]5[CH2:2][N:3]([C:10]([NH2:12])=[O:11])[CH2:4][CH:5]5[CH2:9]4)=[CH:52][CH:51]=3)[S:42][C:43]=2[CH:49]=[CH:48][CH:47]=1. The yield is 0.0500. (2) The reactants are [Li][CH2:2]CCC.[Cl:6][C:7]1[CH:15]=[CH:14][C:10]([C:11]([OH:13])=[O:12])=[C:9]([CH3:16])[CH:8]=1.CI.O. The catalyst is C1COCC1. The product is [Cl:6][C:7]1[CH:15]=[CH:14][C:10]([C:11]([OH:13])=[O:12])=[C:9]([CH2:16][CH3:2])[CH:8]=1. The yield is 0.460. (3) The reactants are [CH:1]1([NH:4][C:5](=[O:22])[C:6]2[CH:11]=[CH:10][C:9]([B:12]3[O:16]C(C)(C)C(C)(C)[O:13]3)=[CH:8][C:7]=2[CH3:21])[CH2:3][CH2:2]1.I([O-])(=O)(=O)=O.[Na+].C([O-])(=O)C.[NH4+].Cl. The catalyst is CC(C)=O.O. The product is [CH:1]1([NH:4][C:5]([C:6]2[CH:11]=[CH:10][C:9]([B:12]([OH:16])[OH:13])=[CH:8][C:7]=2[CH3:21])=[O:22])[CH2:2][CH2:3]1. The yield is 0.943. (4) The reactants are [Cl:1][C:2]1[C:6]([Cl:7])=[C:5]([CH3:8])[NH:4][C:3]=1[C:9]([NH:11][C@@H:12]1[CH2:17][CH2:16][N:15]([C:18]([O:20][CH2:21][C:22]2[CH:27]=[CH:26][CH:25]=[CH:24][CH:23]=2)=[O:19])[CH2:14][C@@H:13]1[N:28]1[CH:32]=[C:31]([CH2:33][OH:34])[N:30]=[N:29]1)=[O:10].[H-].[Na+].[CH3:37]I. The catalyst is C1COCC1. The product is [Cl:1][C:2]1[C:6]([Cl:7])=[C:5]([CH3:8])[NH:4][C:3]=1[C:9]([NH:11][C@@H:12]1[CH2:17][CH2:16][N:15]([C:18]([O:20][CH2:21][C:22]2[CH:27]=[CH:26][CH:25]=[CH:24][CH:23]=2)=[O:19])[CH2:14][C@@H:13]1[N:28]1[CH:32]=[C:31]([CH2:33][O:34][CH3:37])[N:30]=[N:29]1)=[O:10]. The yield is 0.410. (5) The reactants are [OH:1][CH2:2][C@@H:3]1[CH2:7][N:6]([C:8]([O:10][C:11]([CH3:14])([CH3:13])[CH3:12])=[O:9])[C@H:5]([C:15]([O:17][CH3:18])=[O:16])[CH2:4]1.[F:19][C:20]([F:28])(S(F)(=O)=O)C(O)=O. The catalyst is [Cu]I.C(#N)C. The product is [F:19][CH:20]([F:28])[O:1][CH2:2][C@@H:3]1[CH2:7][N:6]([C:8]([O:10][C:11]([CH3:13])([CH3:14])[CH3:12])=[O:9])[C@H:5]([C:15]([O:17][CH3:18])=[O:16])[CH2:4]1. The yield is 0.610.